This data is from Full USPTO retrosynthesis dataset with 1.9M reactions from patents (1976-2016). The task is: Predict the reactants needed to synthesize the given product. (1) Given the product [N:15]1[N:16]([CH2:5][CH2:10][NH:9][C:7](=[O:8])[O:49][C:50]([CH3:52])([CH3:20])[CH3:51])[N:17]=[N:18][CH:19]=1.[N:15]1([CH2:2][CH2:3][NH:46][C:47](=[O:48])[O:49][C:50]([CH3:51])([CH3:52])[CH3:53])[CH:19]=[N:18][N:17]=[N:16]1, predict the reactants needed to synthesize it. The reactants are: O[CH2:2][CH2:3]C1C=CC=C2[C:7]([NH:9][C:10](=O)[C:5]=12)=[O:8].[NH:15]1[CH:19]=[N:18][N:17]=[N:16]1.[C:20]1(P(C2C=CC=CC=2)C2C=CC=CC=2)C=CC=CC=1.[CH3:51][CH:50]([O:49][C:47](/[N:46]=[N:46]/[C:47]([O:49][CH:50]([CH3:52])[CH3:51])=[O:48])=[O:48])[CH3:52].[C:53]([O-])(O)=O.[Na+]. (2) Given the product [CH3:28][C@H:27]1[C@@H:26]([C:40]2[CH:45]=[CH:44][CH:43]=[C:42]([O:46][C:47]([F:48])([F:49])[F:50])[CH:41]=2)[O:31][C:30](=[O:39])[NH:29]1, predict the reactants needed to synthesize it. The reactants are: C(O[AlH-](OC(C)(C)C)OC(C)(C)C)(C)(C)C.[Li+].C(=O)=O.CC(C)=O.O=[C:26]([C:40]1[CH:45]=[CH:44][CH:43]=[C:42]([O:46][C:47]([F:50])([F:49])[F:48])[CH:41]=1)[C@@H:27]([NH:29][C:30](=[O:39])[O:31]CC1C=CC=CC=1)[CH3:28].[OH-].[K+].Cl. (3) Given the product [CH3:29][C@@H:11]([C:14]([N:16]1[C@H:17]([C:18]([OH:20])=[O:19])[CH2:25][CH2:22][CH2:23]1)=[O:15])[CH2:12][SH:13], predict the reactants needed to synthesize it. The reactants are: N[C@@H](CCC(N[C@H:11]([C:14]([NH:16][CH2:17][C:18]([OH:20])=[O:19])=[O:15])[CH2:12][SH:13])=O)C(O)=O.N[C@H:22]([C:25](O)=O)[CH2:23]S.N[CH:29](C(O)=O)CCS.CN(C1C=CC2N=C3C(=CC(C=C3)=[N+](C)C)SC=2C=1)C.C(N[C@H](C(O)=O)CS)(=O)C. (4) The reactants are: [Cl:1][C:2]1[CH:36]=[C:35]([CH3:37])[CH:34]=[CH:33][C:3]=1[CH2:4][C:5]1[CH:13]=[C:12]2[C:8]([C:9]([CH2:23][N:24]([CH3:32])[C:25](=[O:31])[O:26][C:27]([CH3:30])([CH3:29])[CH3:28])=[CH:10][N:11]2S(C2C=NC=CC=2)(=O)=O)=[CH:7][CH:6]=1.[F-].C([N+](CCCC)(CCCC)CCCC)CCC.O1CCCC1.O. Given the product [Cl:1][C:2]1[CH:36]=[C:35]([CH3:37])[CH:34]=[CH:33][C:3]=1[CH2:4][C:5]1[CH:13]=[C:12]2[C:8]([C:9]([CH2:23][N:24]([CH3:32])[C:25](=[O:31])[O:26][C:27]([CH3:30])([CH3:29])[CH3:28])=[CH:10][NH:11]2)=[CH:7][CH:6]=1, predict the reactants needed to synthesize it. (5) Given the product [Cl:38][C:35]1[CH:36]=[C:37]2[C:32](=[CH:33][CH:34]=1)[NH:31][C:27]1[C:28]([O:30][C@H:3]3[CH2:4][CH2:9][NH:1][CH2:2]3)=[C:29]3[NH:17][C:18]4[CH:19]=[CH:20][C:21]([Cl:46])=[CH:22][C:23]=4[C:24]3=[CH:25][C:26]2=1, predict the reactants needed to synthesize it. The reactants are: [NH:1]1[C:9]2[C:4](=CC=CC=2)[CH:3]=[CH:2]1.C([N:17]1[C:29]2[C:28]([OH:30])=[C:27]3[N:31](C(OC(C)(C)C)=O)[C:32]4[CH:33]=[CH:34][C:35]([Cl:38])=[CH:36][C:37]=4[C:26]3=[CH:25][C:24]=2[C:23]2[C:18]1=[CH:19][CH:20]=[C:21]([Cl:46])[CH:22]=2)(OC(C)(C)C)=O.O[C@H]1CCN(C(OC(C)(C)C)=O)C1. (6) Given the product [NH2:20][CH2:19][C:15]1([OH:21])[C:16]2[C:11](=[C:10]([O:29][CH3:30])[CH:9]=[CH:18][CH:17]=2)[CH2:12][CH2:13][CH2:14]1, predict the reactants needed to synthesize it. The reactants are: [H-].[Al+3].[Li+].[H-].[H-].[H-].CO[C:9]1[CH:10]=[C:11]2[C:16](=[CH:17][CH:18]=1)[C:15]([O:21][Si](C)(C)C)([C:19]#[N:20])[CH2:14][CH2:13][CH2:12]2.[F-].[Na+].O.[O:29]1CCC[CH2:30]1. (7) Given the product [Br:1][C:2]1[CH:11]=[CH:10][CH:9]=[C:8]2[C:3]=1[N:4]=[C:5]([C:14]1[CH:19]=[CH:18][CH:17]=[CH:16][CH:15]=1)[C:6]([CH3:12])=[N:7]2, predict the reactants needed to synthesize it. The reactants are: [Br:1][C:2]1[CH:11]=[CH:10][CH:9]=[C:8]2[C:3]=1[N:4]=[C:5](Cl)[C:6]([CH3:12])=[N:7]2.[C:14]1(B(O)O)[CH:19]=[CH:18][CH:17]=[CH:16][CH:15]=1.C([O-])([O-])=O.[Na+].[Na+]. (8) Given the product [F:1][C:2]1[CH:29]=[CH:28][CH:27]=[C:26]([F:30])[C:3]=1[C:4]([N:6]([CH3:33])[C:7]([N:8]([CH3:24])[C:9]1[CH:14]=[CH:13][C:12]([S:15][C:16]([F:21])([F:22])[C:17]([F:19])([F:20])[F:18])=[CH:11][C:10]=1[CH3:23])=[O:25])=[O:5], predict the reactants needed to synthesize it. The reactants are: [F:1][C:2]1[CH:29]=[CH:28][CH:27]=[C:26]([F:30])[C:3]=1[C:4]([NH:6][C:7](=[O:25])[N:8]([CH3:24])[C:9]1[CH:14]=[CH:13][C:12]([S:15][C:16]([F:22])([F:21])[C:17]([F:20])([F:19])[F:18])=[CH:11][C:10]=1[CH3:23])=[O:5].[H-].[Na+].[CH3:33]I.[Cl-].[NH4+].